This data is from Forward reaction prediction with 1.9M reactions from USPTO patents (1976-2016). The task is: Predict the product of the given reaction. (1) Given the reactants [C:1]1([CH3:33])[CH:6]=[CH:5][C:4]([C:7]2[N:8]=[C:9]3[CH2:23][CH2:22][NH:21][CH:20]([CH2:24][CH2:25][CH2:26][CH2:27][CH2:28][CH2:29][C:30]([OH:32])=[O:31])[C:10]3=[N:11][C:12]=2[C:13]2[CH:18]=[CH:17][C:16]([CH3:19])=[CH:15][CH:14]=2)=[CH:3][CH:2]=1.[CH2:34]=O.[BH4-].[Na+], predict the reaction product. The product is: [CH3:34][N:21]1[CH2:22][CH2:23][C:9]2[C:10](=[N:11][C:12]([C:13]3[CH:14]=[CH:15][C:16]([CH3:19])=[CH:17][CH:18]=3)=[C:7]([C:4]3[CH:3]=[CH:2][C:1]([CH3:33])=[CH:6][CH:5]=3)[N:8]=2)[CH:20]1[CH2:24][CH2:25][CH2:26][CH2:27][CH2:28][CH2:29][C:30]([OH:32])=[O:31]. (2) The product is: [N:1]1([C:5]2[N:10]=[C:9]([NH:11][C:12](=[O:13])[C:14]([Cl:16])=[O:15])[CH:8]=[CH:7][CH:6]=2)[CH2:4][CH2:3][CH2:2]1. Given the reactants [N:1]1([C:5]2[N:10]=[C:9]([NH2:11])[CH:8]=[CH:7][CH:6]=2)[CH2:4][CH2:3][CH2:2]1.[C:12](Cl)([C:14]([Cl:16])=[O:15])=[O:13], predict the reaction product.